Dataset: Full USPTO retrosynthesis dataset with 1.9M reactions from patents (1976-2016). Task: Predict the reactants needed to synthesize the given product. (1) Given the product [F:1][C:2]1[CH:3]=[C:4]([NH:8][C:9]2[N:17]=[CH:16][CH:15]=[CH:14][C:10]=2[C:11]([NH:19][C:20]([CH3:25])([CH2:23][CH3:24])[C:21]#[CH:22])=[O:13])[CH:5]=[CH:6][CH:7]=1, predict the reactants needed to synthesize it. The reactants are: [F:1][C:2]1[CH:3]=[C:4]([NH:8][C:9]2[N:17]=[CH:16][CH:15]=[CH:14][C:10]=2[C:11]([OH:13])=O)[CH:5]=[CH:6][CH:7]=1.Cl.[NH2:19][C:20]([CH3:25])([CH2:23][CH3:24])[C:21]#[CH:22].C1C=CC2N(O)N=NC=2C=1.CCN=C=NCCCN(C)C.CCN(C(C)C)C(C)C. (2) Given the product [C:36]([O:35][C:33](=[O:34])[NH:30][CH2:31][CH2:32][CH:27]([O:26][Si:9]([C:22]([CH3:25])([CH3:24])[CH3:23])([C:16]1[CH:17]=[CH:18][CH:19]=[CH:20][CH:21]=1)[C:10]1[CH:15]=[CH:14][CH:13]=[CH:12][CH:11]=1)[CH2:28][C:29]([C:5]1[CH:4]=[N:3][C:2]([Cl:1])=[CH:7][CH:6]=1)=[O:40])([CH3:39])([CH3:37])[CH3:38], predict the reactants needed to synthesize it. The reactants are: [Cl:1][C:2]1[CH:7]=[CH:6][C:5](I)=[CH:4][N:3]=1.[Si:9]([O:26][CH:27]1[CH2:32][CH2:31][N:30]([C:33]([O:35][C:36]([CH3:39])([CH3:38])[CH3:37])=[O:34])[C:29](=[O:40])[CH2:28]1)([C:22]([CH3:25])([CH3:24])[CH3:23])([C:16]1[CH:21]=[CH:20][CH:19]=[CH:18][CH:17]=1)[C:10]1[CH:15]=[CH:14][CH:13]=[CH:12][CH:11]=1. (3) Given the product [CH2:1]([O:3][C:4]1[CH:13]=[CH:12][C:7]2[N:8]([CH:25]([CH3:31])[C:26]([OH:28])=[O:27])[C:9](=[N:11][C:20](=[O:21])[C:17]3[CH:18]=[CH:19][C:14]([CH3:23])=[CH:15][CH:16]=3)[S:10][C:6]=2[CH:5]=1)[CH3:2], predict the reactants needed to synthesize it. The reactants are: [CH2:1]([O:3][C:4]1[CH:13]=[CH:12][C:7]2[N:8]=[C:9]([NH2:11])[S:10][C:6]=2[CH:5]=1)[CH3:2].[C:14]1([CH3:23])[CH:19]=[CH:18][C:17]([C:20](Cl)=[O:21])=[CH:16][CH:15]=1.Br[CH:25]([CH3:31])[C:26]([O:28]CC)=[O:27].COC1C=CC2N=C(N)SC=2C=1.ClC1C=C(C=CC=1)C(Cl)=O.BrCC(OCC)=O. (4) Given the product [F:17][CH:2]([F:1])[C:3]1[C:4]([C:11]2[CH:12]=[N:13][N:14]([CH3:16])[CH:15]=2)=[CH:5][C:6]([F:10])=[C:7]([NH:8][C:32]2[C:36]3[CH2:37][N:38]([C:41]([O:92][C:89]([CH3:91])([CH3:90])[CH3:88])=[O:43])[CH2:39][CH2:40][C:35]=3[N:34]([CH:44]3[CH2:49][CH2:48][O:47][CH2:46][CH2:45]3)[N:33]=2)[CH:9]=1, predict the reactants needed to synthesize it. The reactants are: [F:1][CH:2]([F:17])[C:3]1[C:4]([C:11]2[CH:12]=[N:13][N:14]([CH3:16])[CH:15]=2)=[CH:5][C:6]([F:10])=[C:7]([CH:9]=1)[NH2:8].BrC1C=C2C(=CC=1C(F)F)N([C:32]1[C:36]3[CH2:37][N:38]([C:41](=[O:43])C)[CH2:39][CH2:40][C:35]=3[N:34]([CH:44]3[CH2:49][CH2:48][O:47][CH2:46][CH2:45]3)[N:33]=1)CCC2.C1(P(C2CCCCC2)C2C(OC)=CC=C(OC)C=2C2C(C(C)C)=CC(C(C)C)=CC=2C(C)C)CCCCC1.[CH3:88][C:89]([O-:92])([CH3:91])[CH3:90].[Na+].